The task is: Predict the reactants needed to synthesize the given product.. This data is from Full USPTO retrosynthesis dataset with 1.9M reactions from patents (1976-2016). (1) Given the product [C:1]([O:5][C:6]([N:8]([CH2:9][C:10]1[S:14][C:13]([C:15]([O:17][CH2:18][CH3:19])=[O:16])=[N:12][N:11]=1)[C:21]1[CH:26]=[C:25]([O:27][CH2:28][C@H:29]2[CH2:31][C@@H:30]2[C:32]2[CH:37]=[CH:36][C:35]([CH3:38])=[CH:34][N:33]=2)[N:24]=[C:23]([CH3:39])[N:22]=1)=[O:7])([CH3:4])([CH3:3])[CH3:2], predict the reactants needed to synthesize it. The reactants are: [C:1]([O:5][C:6]([NH:8][CH2:9][C:10]1[S:14][C:13]([C:15]([O:17][CH2:18][CH3:19])=[O:16])=[N:12][N:11]=1)=[O:7])([CH3:4])([CH3:3])[CH3:2].Cl[C:21]1[CH:26]=[C:25]([O:27][CH2:28][C@H:29]2[CH2:31][C@@H:30]2[C:32]2[CH:37]=[CH:36][C:35]([CH3:38])=[CH:34][N:33]=2)[N:24]=[C:23]([CH3:39])[N:22]=1.C1C=CC(P(C2C(C3C(P(C4C=CC=CC=4)C4C=CC=CC=4)=CC=C4C=3C=CC=C4)=C3C(C=CC=C3)=CC=2)C2C=CC=CC=2)=CC=1.C(=O)([O-])[O-].[Cs+].[Cs+]. (2) Given the product [CH2:1]([N:8]1[CH2:9][CH2:19][O:18][CH:16]([CH3:15])[C:25]1=[O:26])[C:2]1[CH:3]=[CH:4][CH:5]=[CH:6][CH:7]=1, predict the reactants needed to synthesize it. The reactants are: [CH2:1]([NH:8][CH2:9]CO)[C:2]1[CH:7]=[CH:6][CH:5]=[CH:4][CH:3]=1.[H-].[Na+].Br[CH:15](C)[C:16]([O:18][CH3:19])=O.[NH4+].[Cl-].C1C[O:26][CH2:25]C1. (3) Given the product [CH:18]([N:15]1[CH2:14][CH2:13][N:12]([C:10]2[S:11][C:7]3[CH:6]=[C:5]([C:3]4[N:4]=[C:23]([C:24]5[CH:29]=[CH:28][N:27]=[CH:26][CH:25]=5)[O:1][N:2]=4)[CH:22]=[CH:21][C:8]=3[N:9]=2)[CH2:17][CH2:16]1)([CH3:19])[CH3:20], predict the reactants needed to synthesize it. The reactants are: [OH:1][NH:2][C:3]([C:5]1[CH:22]=[CH:21][C:8]2[N:9]=[C:10]([N:12]3[CH2:17][CH2:16][N:15]([CH:18]([CH3:20])[CH3:19])[CH2:14][CH2:13]3)[S:11][C:7]=2[CH:6]=1)=[NH:4].[C:23](Cl)(=O)[C:24]1[CH:29]=[CH:28][N:27]=[CH:26][CH:25]=1. (4) Given the product [OH:8][CH2:9][C:10]1([O:23][CH3:24])[CH2:11][CH2:12][N:13]([C:16]([O:18][C:19]([CH3:20])([CH3:21])[CH3:22])=[O:17])[CH2:14][CH2:15]1, predict the reactants needed to synthesize it. The reactants are: C([O:8][CH2:9][C:10]1([O:23][CH3:24])[CH2:15][CH2:14][N:13]([C:16]([O:18][C:19]([CH3:22])([CH3:21])[CH3:20])=[O:17])[CH2:12][CH2:11]1)C1C=CC=CC=1.[H][H].